Dataset: Catalyst prediction with 721,799 reactions and 888 catalyst types from USPTO. Task: Predict which catalyst facilitates the given reaction. (1) Reactant: Br[C:2]1[CH:3]=[C:4]2[C:9](=[N:10][CH:11]=1)[NH:8][CH2:7][CH2:6][CH:5]2[O:12][C:13]1[CH:18]=[CH:17][CH:16]=[C:15]([Cl:19])[CH:14]=1.CC1(C)C(C)(C)OB([C:28]2[CH:29]=[C:30]([N:34]3[CH2:39][CH2:38][O:37][CH2:36][CH2:35]3)[CH:31]=[CH:32][CH:33]=2)O1. Product: [Cl:19][C:15]1[CH:14]=[C:13]([CH:18]=[CH:17][CH:16]=1)[O:12][CH:5]1[C:4]2[C:9](=[N:10][CH:11]=[C:2]([C:28]3[CH:33]=[CH:32][CH:31]=[C:30]([N:34]4[CH2:35][CH2:36][O:37][CH2:38][CH2:39]4)[CH:29]=3)[CH:3]=2)[NH:8][CH2:7][CH2:6]1. The catalyst class is: 175. (2) Reactant: C([O-])([O-])=O.[K+].[K+].[NH:7]=[C:8]([NH:23][C:24]([C:26]1[C:31](Cl)=[N:30][CH:29]=[CH:28][N:27]=1)=[O:25])[CH2:9][O:10][CH2:11][CH2:12][C:13]1[CH:22]=[CH:21][C:20]2[C:15](=[CH:16][CH:17]=[CH:18][CH:19]=2)[CH:14]=1.Cl. The catalyst class is: 3. Product: [CH:14]1[C:15]2[C:20](=[CH:19][CH:18]=[CH:17][CH:16]=2)[CH:21]=[CH:22][C:13]=1[CH2:12][CH2:11][O:10][CH2:9][C:8]1[NH:23][C:24](=[O:25])[C:26]2[C:31](=[N:30][CH:29]=[CH:28][N:27]=2)[N:7]=1. (3) Reactant: [C:1]1([CH2:7][N:8]2[C:18](=[O:19])[C:17]3[C:12](=[CH:13][CH:14]=[CH:15][CH:16]=3)[S:9]2(=[O:11])=[O:10])[CH:6]=[CH:5]C=CC=1.S1(C2C(=CC=CC=2)C(=O)N1)(=O)=O.[H-].[Na+].[CH2:34]([O:41][C:42]1[CH:53]=[CH:52][C:45]([O:46]CCCCBr)=[CH:44][CH:43]=1)[C:35]1[CH:40]=[CH:39][CH:38]=[CH:37][CH:36]=1. Product: [CH2:34]([O:41][C:42]1[CH:43]=[CH:44][C:45]([O:46][CH2:5][CH2:6][CH2:1][CH2:7][N:8]2[C:18](=[O:19])[C:17]3[C:12](=[CH:13][CH:14]=[CH:15][CH:16]=3)[S:9]2(=[O:10])=[O:11])=[CH:52][CH:53]=1)[C:35]1[CH:36]=[CH:37][CH:38]=[CH:39][CH:40]=1. The catalyst class is: 3. (4) Reactant: [OH:1][CH2:2][CH2:3][C:4]1([OH:14])[CH2:13][CH2:12][C:7]2([O:11][CH2:10][CH2:9][O:8]2)[CH2:6][CH2:5]1.N1C=CC=CC=1.[C:21]1([CH3:31])[CH:26]=[CH:25][C:24]([S:27](Cl)(=[O:29])=[O:28])=[CH:23][CH:22]=1. Product: [CH3:31][C:21]1[CH:26]=[CH:25][C:24]([S:27]([O:1][CH2:2][CH2:3][C:4]2([OH:14])[CH2:13][CH2:12][C:7]3([O:11][CH2:10][CH2:9][O:8]3)[CH2:6][CH2:5]2)(=[O:29])=[O:28])=[CH:23][CH:22]=1. The catalyst class is: 146. (5) Reactant: [CH3:1][N:2]([CH3:16])[CH2:3][CH2:4][C:5]1[C:13]2[C:8](=[CH:9][CH:10]=[C:11]([CH:14]=[O:15])[CH:12]=2)[NH:7][CH:6]=1. Product: [CH3:16][N:2]([CH3:1])[CH2:3][CH2:4][C:5]1[C:13]2[C:8](=[CH:9][CH:10]=[C:11]([CH2:14][OH:15])[CH:12]=2)[NH:7][CH:6]=1. The catalyst class is: 5. (6) Reactant: C(OC(=O)[NH:7][C:8]1[S:9][C:10]2[CH2:19][CH2:18][CH:17]([C:20]([F:23])([F:22])[F:21])[C:16]3[C:12](=[CH:13][N:14]([CH2:24][C:25]4[CH:30]=[CH:29][C:28]([O:31][CH3:32])=[CH:27][CH:26]=4)[N:15]=3)[C:11]=2[N:33]=1)(C)(C)C. Product: [CH3:32][O:31][C:28]1[CH:27]=[CH:26][C:25]([CH2:24][N:14]2[CH:13]=[C:12]3[C:16]([CH:17]([C:20]([F:22])([F:23])[F:21])[CH2:18][CH2:19][C:10]4[S:9][C:8]([NH2:7])=[N:33][C:11]=43)=[N:15]2)=[CH:30][CH:29]=1. The catalyst class is: 137. (7) Reactant: [CH2:1]([O:3][C:4](=[O:41])[C:5]1[CH:10]=[CH:9][CH:8]=[CH:7][C:6]=1[CH2:11][N:12](C(OC(C)(C)C)=O)[C:13]1[CH:18]=[CH:17][C:16]([O:19][CH2:20][CH2:21][C:22]2[N:23]=[C:24]([C:28]3[CH:33]=[CH:32][CH:31]=[CH:30][CH:29]=3)[O:25][C:26]=2[CH3:27])=[CH:15][CH:14]=1)[CH3:2].FC(F)(F)C(O)=O. The catalyst class is: 4. Product: [CH2:1]([O:3][C:4](=[O:41])[C:5]1[CH:10]=[CH:9][CH:8]=[CH:7][C:6]=1[CH2:11][NH:12][C:13]1[CH:18]=[CH:17][C:16]([O:19][CH2:20][CH2:21][C:22]2[N:23]=[C:24]([C:28]3[CH:33]=[CH:32][CH:31]=[CH:30][CH:29]=3)[O:25][C:26]=2[CH3:27])=[CH:15][CH:14]=1)[CH3:2].